This data is from Catalyst prediction with 721,799 reactions and 888 catalyst types from USPTO. The task is: Predict which catalyst facilitates the given reaction. (1) Reactant: [Br:1][C:2]1[C:10]2[S:9](=[O:12])(=[O:11])[N:8](C(C)(C)C)[CH:7](O)[C:6]=2[CH:5]=[CH:4][CH:3]=1.[BH4-].[Na+]. Product: [Br:1][C:2]1[C:10]2[S:9](=[O:12])(=[O:11])[NH:8][CH2:7][C:6]=2[CH:5]=[CH:4][CH:3]=1. The catalyst class is: 106. (2) Reactant: [CH3:1][O:2][C:3]1[C:8]([O:9][CH3:10])=[CH:7][CH:6]=[CH:5][C:4]=1[C@@H:11]1[C:17]2[CH:18]=[C:19]([O:22][C:23]([F:26])([F:25])[F:24])[CH:20]=[CH:21][C:16]=2[N:15]2[C:27]([C:30]([F:33])([F:32])[F:31])=[N:28][N:29]=[C:14]2[C@@H:13]([CH2:34][C:35]([O:37]CC)=[O:36])[O:12]1.Cl. Product: [CH3:1][O:2][C:3]1[C:8]([O:9][CH3:10])=[CH:7][CH:6]=[CH:5][C:4]=1[C@@H:11]1[C:17]2[CH:18]=[C:19]([O:22][C:23]([F:24])([F:25])[F:26])[CH:20]=[CH:21][C:16]=2[N:15]2[C:27]([C:30]([F:33])([F:32])[F:31])=[N:28][N:29]=[C:14]2[C@@H:13]([CH2:34][C:35]([OH:37])=[O:36])[O:12]1. The catalyst class is: 12. (3) Reactant: [C:1]([NH:8][CH2:9][C:10]1[CH:15]=[CH:14][C:13]([C:16]2[O:17][CH2:18][CH:19]([C:21]([O:23][CH3:24])=[O:22])[N:20]=2)=[CH:12][CH:11]=1)([O:3][C:4]([CH3:7])([CH3:6])[CH3:5])=[O:2].C(Cl)(Cl)(Cl)Br.C1CCN2C(=NCCC2)CC1. Product: [C:1]([NH:8][CH2:9][C:10]1[CH:11]=[CH:12][C:13]([C:16]2[O:17][CH:18]=[C:19]([C:21]([O:23][CH3:24])=[O:22])[N:20]=2)=[CH:14][CH:15]=1)([O:3][C:4]([CH3:5])([CH3:7])[CH3:6])=[O:2]. The catalyst class is: 4. (4) Reactant: [Mg].Br[C:3]1[CH:8]=[CH:7][C:6]([O:9][CH3:10])=[CH:5][CH:4]=1.[CH2:11]([N:18]1[CH2:23][CH2:22][CH2:21][C:20](=[O:24])[CH2:19]1)[C:12]1[CH:17]=[CH:16][CH:15]=[CH:14][CH:13]=1. Product: [CH2:11]([N:18]1[CH2:23][CH2:22][CH2:21][C:20]([C:3]2[CH:8]=[CH:7][C:6]([O:9][CH3:10])=[CH:5][CH:4]=2)([OH:24])[CH2:19]1)[C:12]1[CH:13]=[CH:14][CH:15]=[CH:16][CH:17]=1. The catalyst class is: 1. (5) Reactant: [F:1][CH:2]([F:37])[O:3][C:4]1[CH:9]=[CH:8][C:7]([C:10]2[CH:11]=[N:12][C:13]([NH:16][C:17]3[CH:18]=[C:19]([CH:34]=[CH:35][CH:36]=3)[O:20][CH2:21][CH2:22][N:23]3[CH2:28][CH2:27][CH:26]([C:29]([O:31]CC)=[O:30])[CH2:25][CH2:24]3)=[N:14][CH:15]=2)=[CH:6][CH:5]=1.C1COCC1.[OH-].[Li+].Cl. Product: [F:37][CH:2]([F:1])[O:3][C:4]1[CH:5]=[CH:6][C:7]([C:10]2[CH:11]=[N:12][C:13]([NH:16][C:17]3[CH:18]=[C:19]([CH:34]=[CH:35][CH:36]=3)[O:20][CH2:21][CH2:22][N:23]3[CH2:24][CH2:25][CH:26]([C:29]([OH:31])=[O:30])[CH2:27][CH2:28]3)=[N:14][CH:15]=2)=[CH:8][CH:9]=1. The catalyst class is: 5. (6) Reactant: [Br:1][C:2]1[CH:3]=[C:4]([CH:6]=[C:7]([F:9])[CH:8]=1)[NH2:5].C([O:17][CH2:18][CH3:19])(OCC)OCC.[N+:20]([CH2:23]C(OCC)=O)([O-])=O.[C:29](O)(=O)C. Product: [Br:1][C:2]1[CH:3]=[C:4]([N:5]2[CH:29]=[C:19]([CH2:18][OH:17])[N:20]=[CH:23]2)[CH:6]=[C:7]([F:9])[CH:8]=1. The catalyst class is: 292. (7) Reactant: [Br:1][C:2]1[CH:7]=[CH:6][C:5]([N:8]2[C:12](=[O:13])[NH:11][N:10]=[CH:9]2)=[C:4]([F:14])[CH:3]=1.[OH-].[K+].[CH3:17][O:18][CH2:19][CH2:20]Br. Product: [Br:1][C:2]1[CH:7]=[CH:6][C:5]([N:8]2[C:12](=[O:13])[N:11]([CH2:20][CH2:19][O:18][CH3:17])[N:10]=[CH:9]2)=[C:4]([F:14])[CH:3]=1. The catalyst class is: 9. (8) Reactant: FC(F)(F)C(O)=O.[C:8]([C:10]1[N:11]=[CH:12][C:13]([NH:16][C:17]2[CH:22]=[C:21]([NH:23][CH:24]3[CH2:29][CH2:28][N:27](C(OC(C)(C)C)=O)[CH2:26][CH2:25]3)[C:20]([C:37]3[CH:42]=[CH:41][C:40]([O:43][CH3:44])=[CH:39][CH:38]=3)=[CH:19][N:18]=2)=[N:14][CH:15]=1)#[N:9]. Product: [CH3:44][O:43][C:40]1[CH:41]=[CH:42][C:37]([C:20]2[C:21]([NH:23][CH:24]3[CH2:29][CH2:28][NH:27][CH2:26][CH2:25]3)=[CH:22][C:17]([NH:16][C:13]3[N:14]=[CH:15][C:10]([C:8]#[N:9])=[N:11][CH:12]=3)=[N:18][CH:19]=2)=[CH:38][CH:39]=1. The catalyst class is: 4. (9) Reactant: [F:1][C:2]1[CH:35]=[C:34]([F:36])[C:33]([F:37])=[CH:32][C:3]=1[CH2:4][O:5][CH2:6][C@@H:7]1[CH2:11][C@@H:10]([S:12][C:13]([C:26]2[CH:31]=[CH:30][CH:29]=[CH:28][CH:27]=2)([C:20]2[CH:25]=[CH:24][CH:23]=[CH:22][CH:21]=2)[C:14]2[CH:19]=[CH:18][CH:17]=[CH:16][CH:15]=2)[CH2:9][NH:8]1.Cl[C:39]1[N:44]=[CH:43][C:42]([CH2:45][CH2:46][CH3:47])=[CH:41][N:40]=1.C(N(C(C)C)C(C)C)C. Product: [CH2:45]([C:42]1[CH:41]=[N:40][C:39]([N:8]2[CH2:9][C@H:10]([S:12][C:13]([C:20]3[CH:25]=[CH:24][CH:23]=[CH:22][CH:21]=3)([C:14]3[CH:15]=[CH:16][CH:17]=[CH:18][CH:19]=3)[C:26]3[CH:27]=[CH:28][CH:29]=[CH:30][CH:31]=3)[CH2:11][C@H:7]2[CH2:6][O:5][CH2:4][C:3]2[CH:32]=[C:33]([F:37])[C:34]([F:36])=[CH:35][C:2]=2[F:1])=[N:44][CH:43]=1)[CH2:46][CH3:47]. The catalyst class is: 205. (10) Reactant: [F:1][C:2]1[C:7](I)=[N:6][CH:5]=[CH:4][N:3]=1.[O:9]1[CH2:14][CH2:13][C:12](=[O:15])[CH2:11][CH2:10]1. Product: [F:1][C:2]1[C:7]([C:12]2([OH:15])[CH2:13][CH2:14][O:9][CH2:10][CH2:11]2)=[N:6][CH:5]=[CH:4][N:3]=1. The catalyst class is: 1.